From a dataset of Forward reaction prediction with 1.9M reactions from USPTO patents (1976-2016). Predict the product of the given reaction. (1) Given the reactants Cl.[O:2]1[CH2:7][CH2:6][O:5][CH2:4][CH:3]1[CH2:8][NH:9][CH3:10].[C:11]([O:15][C:16]([NH:18][S:19](N1C=CC(=[N+](C)C)C=C1)(=[O:21])=[O:20])=[O:17])([CH3:14])([CH3:13])[CH3:12].C(N(CC)CC)C, predict the reaction product. The product is: [O:2]1[CH2:7][CH2:6][O:5][CH2:4][C@H:3]1[CH2:8][N:9]([CH3:10])[S:19]([NH:18][C:16](=[O:17])[O:15][C:11]([CH3:13])([CH3:12])[CH3:14])(=[O:20])=[O:21]. (2) The product is: [OH:22][C:18]1[CH:17]=[C:16]([CH2:15][C:13]([NH:12][C:9]2[S:10][CH:11]=[C:7]([C:4]3[CH:3]=[CH:2][N:1]=[CH:6][CH:5]=3)[N:8]=2)=[O:14])[CH:21]=[CH:20][CH:19]=1. Given the reactants [N:1]1[CH:6]=[CH:5][C:4]([C:7]2[N:8]=[C:9]([NH:12][C:13]([CH2:15][C:16]3[CH:17]=[C:18]([O:22]S(C)(=O)=O)[CH:19]=[CH:20][CH:21]=3)=[O:14])[S:10][CH:11]=2)=[CH:3][CH:2]=1.[OH-].[Na+].Cl, predict the reaction product.